From a dataset of Forward reaction prediction with 1.9M reactions from USPTO patents (1976-2016). Predict the product of the given reaction. (1) Given the reactants [CH3:1][C:2]1[CH:7]=[CH:6][C:5]([S:8][C:9]2[CH:14]=[CH:13][C:12]([OH:15])=[CH:11][CH:10]=2)=[C:4]([NH:16][C:17]2[C:26]3[C:21](=[N:22][C:23]([CH3:27])=[CH:24][CH:25]=3)[N:20]=[CH:19][CH:18]=2)[CH:3]=1.[CH3:28][S:29](Cl)(=[O:31])=[O:30], predict the reaction product. The product is: [CH3:1][C:2]1[CH:7]=[CH:6][C:5]([S:8][C:9]2[CH:10]=[CH:11][C:12]([O:15][S:29]([CH3:28])(=[O:31])=[O:30])=[CH:13][CH:14]=2)=[C:4]([NH:16][C:17]2[C:26]3[C:21](=[N:22][C:23]([CH3:27])=[CH:24][CH:25]=3)[N:20]=[CH:19][CH:18]=2)[CH:3]=1. (2) The product is: [CH3:1][C:2]1[N:6]([C@@H:7]2[CH2:8][CH2:9][C@H:10]([NH:13][CH2:30][C@@H:25]3[CH2:24][C:23]4[C:27](=[CH:28][CH:29]=[C:21]([C:19]#[N:20])[CH:22]=4)[CH2:26]3)[CH2:11][CH2:12]2)[C:5]2[CH:14]=[CH:15][C:16]([CH3:18])=[CH:17][C:4]=2[N:3]=1. Given the reactants [CH3:1][C:2]1[N:6]([C@@H:7]2[CH2:12][CH2:11][C@H:10]([NH2:13])[CH2:9][CH2:8]2)[C:5]2[CH:14]=[CH:15][C:16]([CH3:18])=[CH:17][C:4]=2[N:3]=1.[C:19]([C:21]1[CH:22]=[C:23]2[C:27](=[CH:28][CH:29]=1)[CH2:26][C@H:25]([CH:30]=O)[CH2:24]2)#[N:20], predict the reaction product. (3) Given the reactants C[O-].[Na+].[C:4](#[N:7])[CH:5]=[CH2:6].Cl.[CH2:9]([O:16][C:17]1[CH:22]=[CH:21][C:20]([NH:23][NH2:24])=[C:19]([F:25])[CH:18]=1)[C:10]1[CH:15]=[CH:14][CH:13]=[CH:12][CH:11]=1, predict the reaction product. The product is: [NH2:7][C:4]1[NH:24][N:23]([C:20]2[CH:21]=[CH:22][C:17]([O:16][CH2:9][C:10]3[CH:15]=[CH:14][CH:13]=[CH:12][CH:11]=3)=[CH:18][C:19]=2[F:25])[CH2:6][CH:5]=1. (4) The product is: [O:32]1[CH:33]=[CH:34][CH:35]=[C:31]1[C:28]1[S:27][C:26]([NH:25][C:21]([C:19]2[CH:18]=[CH:17][C:16]3[N:12]([CH2:11][CH2:10][CH2:9][NH2:8])[C:13]([CH3:24])=[N:14][C:15]=3[CH:20]=2)=[O:23])=[N:30][N:29]=1. Given the reactants C(OC([NH:8][CH2:9][CH2:10][CH2:11][N:12]1[C:16]2[CH:17]=[CH:18][C:19]([C:21]([OH:23])=O)=[CH:20][C:15]=2[N:14]=[C:13]1[CH3:24])=O)(C)(C)C.[NH2:25][C:26]1[S:27][C:28]([C:31]2[O:32][CH:33]=[CH:34][CH:35]=2)=[N:29][N:30]=1, predict the reaction product.